From a dataset of Full USPTO retrosynthesis dataset with 1.9M reactions from patents (1976-2016). Predict the reactants needed to synthesize the given product. (1) Given the product [NH2:7][C:2]([CH2:5][O:6][CH2:13][CH2:12][C:11]#[N:14])([CH2:3][O:4][CH2:13][CH2:12][C:11]#[N:14])[CH2:1][O:8][CH2:13][CH2:12][C:11]#[N:14], predict the reactants needed to synthesize it. The reactants are: [CH2:1]([OH:8])[C:2]([NH2:7])([CH2:5][OH:6])[CH2:3][OH:4].[OH-].[K+].[C:11](#[N:14])[CH:12]=[CH2:13]. (2) Given the product [CH2:1]([O:3][C:4](=[O:18])[C:5]([NH:6][C:7]1[CH:8]=[CH:9][C:10]([Br:19])=[C:11]2[C:16]=1[N:15]=[CH:14][CH:13]=[CH:12]2)=[O:17])[CH3:2], predict the reactants needed to synthesize it. The reactants are: [CH2:1]([O:3][C:4](=[O:18])[C:5](=[O:17])[NH:6][C:7]1[CH:8]=[CH:9][CH:10]=[C:11]2[C:16]=1[N:15]=[CH:14][CH:13]=[CH:12]2)[CH3:2].[Br:19]Br. (3) Given the product [ClH:30].[OH:1][C@H:2]1[CH2:6][NH:5][C@H:4]([C:14]([NH:15][CH2:16][C:17]2[CH:18]=[CH:19][C:20]([C:23]3[S:27][CH:26]=[N:25][C:24]=3[CH3:28])=[CH:21][CH:22]=2)=[O:29])[CH2:3]1, predict the reactants needed to synthesize it. The reactants are: [OH:1][C@H:2]1[CH2:6][N:5](C(OC(C)(C)C)=O)[C@H:4]([C:14](=[O:29])[NH:15][CH2:16][C:17]2[CH:22]=[CH:21][C:20]([C:23]3[S:27][CH:26]=[N:25][C:24]=3[CH3:28])=[CH:19][CH:18]=2)[CH2:3]1.[ClH:30].O1CCOCC1. (4) The reactants are: [C:1]([C:3]1[CH:4]=[CH:5][C:6]([C:9]([OH:11])=O)=[N:7][CH:8]=1)#[N:2].[NH2:12][C:13]1[CH:14]=[CH:15][C:16]([F:31])=[C:17]([C@:19]2([CH3:30])[CH2:24][S:23](=[O:26])(=[O:25])[C:22]([CH3:28])([CH3:27])[C:21]([NH2:29])=[N:20]2)[CH:18]=1. Given the product [NH2:29][C:21]1[C:22]([CH3:27])([CH3:28])[S:23](=[O:25])(=[O:26])[CH2:24][C@:19]([C:17]2[CH:18]=[C:13]([NH:12][C:9]([C:6]3[CH:5]=[CH:4][C:3]([C:1]#[N:2])=[CH:8][N:7]=3)=[O:11])[CH:14]=[CH:15][C:16]=2[F:31])([CH3:30])[N:20]=1, predict the reactants needed to synthesize it. (5) Given the product [C:17]([O:21][C:22](=[O:32])[NH:23][C@H:24]1[CH2:25][CH2:26][C@H:27]([CH:30]([OH:31])[C:10]2[S:11][C:7]3[CH:6]=[CH:5][CH:4]=[C:3]([O:2][CH3:1])[C:8]=3[N:9]=2)[CH2:28][CH2:29]1)([CH3:20])([CH3:18])[CH3:19], predict the reactants needed to synthesize it. The reactants are: [CH3:1][O:2][C:3]1[C:8]2[N:9]=[CH:10][S:11][C:7]=2[CH:6]=[CH:5][CH:4]=1.[Li]CCCC.[C:17]([O:21][C:22](=[O:32])[NH:23][CH:24]1[CH2:29][CH2:28][CH:27]([CH:30]=[O:31])[CH2:26][CH2:25]1)([CH3:20])([CH3:19])[CH3:18].